From a dataset of Full USPTO retrosynthesis dataset with 1.9M reactions from patents (1976-2016). Predict the reactants needed to synthesize the given product. (1) Given the product [CH:1]1([C:4]2[O:8][N:7]=[C:6]([C:9]3[CH:14]=[CH:13][CH:12]=[CH:11][C:10]=3[O:15][C:16]([F:17])([F:18])[F:19])[C:5]=2[CH2:20][O:21][CH:22]2[CH2:28][CH:27]3[N:29]([C:30]4[S:31][C:32]5[CH:38]=[C:37]([C:39]([NH:41][CH2:42][C:43]([OH:45])=[O:44])=[O:40])[CH:36]=[CH:35][C:33]=5[N:34]=4)[CH:24]([CH2:25][CH2:26]3)[CH2:23]2)[CH2:3][CH2:2]1, predict the reactants needed to synthesize it. The reactants are: [CH:1]1([C:4]2[O:8][N:7]=[C:6]([C:9]3[CH:14]=[CH:13][CH:12]=[CH:11][C:10]=3[O:15][C:16]([F:19])([F:18])[F:17])[C:5]=2[CH2:20][O:21][CH:22]2[CH2:28][CH:27]3[N:29]([C:30]4[S:31][C:32]5[CH:38]=[C:37]([C:39]([NH:41][CH2:42][C:43]([O:45]C)=[O:44])=[O:40])[CH:36]=[CH:35][C:33]=5[N:34]=4)[CH:24]([CH2:25][CH2:26]3)[CH2:23]2)[CH2:3][CH2:2]1.[Li+].[OH-]. (2) Given the product [CH3:24][O:25][C:26]1[CH:27]=[C:28]([N:35]2[CH2:40][CH2:39][CH2:38][C@@H:37]([CH2:41][N:43]3[CH2:44][CH2:45][N:46]([CH3:49])[CH2:47][CH2:48]3)[CH2:36]2)[CH:29]=[CH:30][C:31]=1[N+:32]([O-:34])=[O:33], predict the reactants needed to synthesize it. The reactants are: CN1CCN(CC2CCCN(C3C=CC([N+]([O-])=O)=CC=3)C2)CC1.[CH3:24][O:25][C:26]1[CH:27]=[C:28]([N:35]2[CH2:40][CH2:39][CH2:38][C@@H:37]([C:41]([N:43]3[CH2:48][CH2:47][N:46]([CH3:49])[CH2:45][CH2:44]3)=O)[CH2:36]2)[CH:29]=[CH:30][C:31]=1[N+:32]([O-:34])=[O:33]. (3) The reactants are: O[C:2]([CH3:16])([CH3:15])[C:3]#[C:4][C:5]([C:7]1[CH:12]=[CH:11][C:10]([O:13][CH3:14])=[CH:9][CH:8]=1)=[O:6].CC[OH:19]. Given the product [CH3:14][O:13][C:10]1[CH:11]=[CH:12][C:7]([C:5]2[O:6][C:2]([CH3:16])([CH3:15])[C:3](=[O:19])[CH:4]=2)=[CH:8][CH:9]=1, predict the reactants needed to synthesize it. (4) Given the product [ClH:2].[Cl:2][C:3]1[CH:4]=[C:5]([C@@H:9]([OH:31])[CH2:10][NH:11][CH2:12][CH2:13][NH:14][C:15]2[CH:16]=[C:17]([C:21]3[CH:26]=[CH:25][CH:24]=[C:23]([C:27]([OH:29])=[O:28])[CH:22]=3)[CH:18]=[CH:19][CH:20]=2)[CH:6]=[CH:7][CH:8]=1, predict the reactants needed to synthesize it. The reactants are: Cl.[Cl:2][C:3]1[CH:4]=[C:5]([C@@H:9]([OH:31])[CH2:10][NH:11][CH2:12][CH2:13][NH:14][C:15]2[CH:16]=[C:17]([C:21]3[CH:26]=[CH:25][CH:24]=[C:23]([C:27]([O:29]C)=[O:28])[CH:22]=3)[CH:18]=[CH:19][CH:20]=2)[CH:6]=[CH:7][CH:8]=1.[OH-].[Na+].Cl.